Dataset: Reaction yield outcomes from USPTO patents with 853,638 reactions. Task: Predict the reaction yield, written as a fraction of the theoretical maximum amount of product (1.0 means a 100% yield; for example, 0.34 means a 34% yield). (1) The reactants are [Cl-].[OH:2][NH3+:3].[C:4](=[O:7])([O-])O.[Na+].CS(C)=O.[Si]([O:20][CH:21]1[CH2:26][CH2:25][CH:24]([O:27][C:28]2[CH:33]=[CH:32][C:31]([N:34]3[C:39](=[O:40])[C:38]([CH2:41][C:42]4[CH:47]=[CH:46][C:45]([C:48]5[C:49]([C:54]#[N:55])=[CH:50][CH:51]=[CH:52][CH:53]=5)=[CH:44][CH:43]=4)=[C:37]([CH2:56][CH2:57][CH3:58])[N:36]=[C:35]3[CH2:59][F:60])=[CH:30][CH:29]=2)[CH2:23][CH2:22]1)(C(C)(C)C)(C)C. The catalyst is C(OCC)(=O)C. The product is [F:60][CH2:59][C:35]1[N:34]([C:31]2[CH:32]=[CH:33][C:28]([O:27][CH:24]3[CH2:25][CH2:26][CH:21]([OH:20])[CH2:22][CH2:23]3)=[CH:29][CH:30]=2)[C:39](=[O:40])[C:38]([CH2:41][C:42]2[CH:43]=[CH:44][C:45]([C:48]3[CH:53]=[CH:52][CH:51]=[CH:50][C:49]=3[C:54]3[NH:55][C:4](=[O:7])[O:2][N:3]=3)=[CH:46][CH:47]=2)=[C:37]([CH2:56][CH2:57][CH3:58])[N:36]=1. The yield is 0.0600. (2) The reactants are [CH2:1]([N:3]([CH2:20][CH3:21])[CH2:4][CH2:5][N:6]1[CH2:12][CH2:11][CH2:10][C:9]2[NH:13][C:14]([CH:17]=O)=[C:15]([CH3:16])[C:8]=2[C:7]1=[O:19])[CH3:2].[O:22]=[C:23]1[CH2:31][C:30]2[C:25](=[CH:26][CH:27]=[C:28]([NH:32][C:33](=[O:35])[CH3:34])[CH:29]=2)[NH:24]1. No catalyst specified. The product is [CH2:1]([N:3]([CH2:20][CH3:21])[CH2:4][CH2:5][N:6]1[CH2:12][CH2:11][CH2:10][C:9]2[NH:13][C:14]([CH:17]=[C:31]3[C:30]4[C:25](=[CH:26][CH:27]=[C:28]([NH:32][C:33](=[O:35])[CH3:34])[CH:29]=4)[NH:24][C:23]3=[O:22])=[C:15]([CH3:16])[C:8]=2[C:7]1=[O:19])[CH3:2]. The yield is 0.189. (3) The reactants are [C:1]([N:5]1[C:9]2=[N:10][C:11]([NH:14][C:15](=[O:23])[C:16]3[CH:21]=[CH:20][C:19]([CH3:22])=[CH:18][CH:17]=3)=[CH:12][CH:13]=[C:8]2[C:7]([C:24]([OH:26])=O)=[CH:6]1)([CH3:4])([CH3:3])[CH3:2].[CH2:27]([NH2:31])[CH:28]([CH3:30])[CH3:29].F[P-](F)(F)(F)(F)F.C[N+](C)=C(N(C)C)ON1C2N=CC=CC=2N=N1.C(N(CC)CC)C. The catalyst is CN(C=O)C. The product is [CH2:27]([NH:31][C:24]([C:7]1[C:8]2[C:9](=[N:10][C:11]([NH:14][C:15](=[O:23])[C:16]3[CH:17]=[CH:18][C:19]([CH3:22])=[CH:20][CH:21]=3)=[CH:12][CH:13]=2)[N:5]([C:1]([CH3:4])([CH3:3])[CH3:2])[CH:6]=1)=[O:26])[CH:28]([CH3:30])[CH3:29]. The yield is 0.240. (4) The reactants are [OH:1][CH:2]1[CH2:19][CH:18]2[CH:4]([C:5](=[O:31])[N:6]([CH3:30])[CH2:7][CH2:8][CH2:9][CH2:10][CH:11]=[CH:12][CH:13]3[C:15]([C:21]([NH:23][S:24]([CH:27]4[CH2:29][CH2:28]4)(=[O:26])=[O:25])=[O:22])([NH:16][C:17]2=[O:20])[CH2:14]3)[CH2:3]1.[C:32](=[O:35])(O)[O-].[Na+].C(Cl)(Cl)=O.[NH2:41][C:42]1[CH:43]=[C:44]([CH:47]=[C:48]([O:50][CH3:51])[CH:49]=1)[C:45]#[N:46].C(=O)([O-])[O-].[K+].[K+].C(=O)([O-])N. The catalyst is ClCCCl.C1(C)C=CC=CC=1.C(Cl)Cl.CO. The product is [CH:27]1([S:24]([NH:23][C:21]([C:15]23[CH2:14][CH:13]2[CH:12]=[CH:11][CH2:10][CH2:9][CH2:8][CH2:7][N:6]([CH3:30])[C:5](=[O:31])[CH:4]2[CH:18]([CH2:19][CH:2]([O:1][C:32](=[O:35])[NH:41][C:42]4[CH:49]=[C:48]([O:50][CH3:51])[CH:47]=[C:44]([C:45]#[N:46])[CH:43]=4)[CH2:3]2)[C:17](=[O:20])[NH:16]3)=[O:22])(=[O:26])=[O:25])[CH2:28][CH2:29]1. The yield is 0.0800.